Dataset: CYP2D6 inhibition data for predicting drug metabolism from PubChem BioAssay. Task: Regression/Classification. Given a drug SMILES string, predict its absorption, distribution, metabolism, or excretion properties. Task type varies by dataset: regression for continuous measurements (e.g., permeability, clearance, half-life) or binary classification for categorical outcomes (e.g., BBB penetration, CYP inhibition). Dataset: cyp2d6_veith. (1) The compound is COc1ccc(-c2nc3cnc(N4CCN(C)CC4)nc3n(Cc3cccs3)c2=O)cc1. The result is 0 (non-inhibitor). (2) The compound is O=c1c(-c2ccc(Cl)cc2)nc2cnc(N3CCNCC3)nc2n1Cc1ccc(F)cc1. The result is 0 (non-inhibitor).